Dataset: CYP2C19 inhibition data for predicting drug metabolism from PubChem BioAssay. Task: Regression/Classification. Given a drug SMILES string, predict its absorption, distribution, metabolism, or excretion properties. Task type varies by dataset: regression for continuous measurements (e.g., permeability, clearance, half-life) or binary classification for categorical outcomes (e.g., BBB penetration, CYP inhibition). Dataset: cyp2c19_veith. The molecule is COc1ccc(-n2c(=O)c(-c3ccc(Cl)cc3)nc3cnc(N4CCNCC4)nc32)cc1. The result is 0 (non-inhibitor).